This data is from Peptide-MHC class II binding affinity with 134,281 pairs from IEDB. The task is: Regression. Given a peptide amino acid sequence and an MHC pseudo amino acid sequence, predict their binding affinity value. This is MHC class II binding data. The MHC is DRB3_0301 with pseudo-sequence DRB3_0301. The peptide sequence is RYLEFEALGFLNEDH. The binding affinity (normalized) is 0.